Dataset: Catalyst prediction with 721,799 reactions and 888 catalyst types from USPTO. Task: Predict which catalyst facilitates the given reaction. Reactant: C1(C)C=CC(C([C@@](C(O)=O)(O)[C@@](C(C2C=CC(C)=CC=2)=O)(O)C(O)=O)=O)=CC=1.[NH2:29][C@H:30]([C@@H:38]([OH:45])[C:39]1[CH:44]=[CH:43][N:42]=[CH:41][CH:40]=1)[C:31]([N:33]1[CH2:37][CH2:36][CH2:35][CH2:34]1)=[O:32].[OH-].[K+].C(O)C. Product: [NH2:29][C@H:30]([C@@H:38]([OH:45])[C:39]1[CH:40]=[CH:41][N:42]=[CH:43][CH:44]=1)[C:31]([N:33]1[CH2:37][CH2:36][CH2:35][CH2:34]1)=[O:32]. The catalyst class is: 21.